Dataset: Reaction yield outcomes from USPTO patents with 853,638 reactions. Task: Predict the reaction yield, written as a fraction of the theoretical maximum amount of product (1.0 means a 100% yield; for example, 0.34 means a 34% yield). (1) The reactants are C([O:3][C:4](=[O:21])[C:5]([S:8]([CH:11]1[CH2:16][CH2:15][N:14]([S:17]([CH3:20])(=[O:19])=[O:18])[CH2:13][CH2:12]1)(=[O:10])=[O:9])([CH3:7])[CH3:6])C.O.[OH-].[Li+]. The catalyst is O1CCOCC1.O. The product is [CH3:20][S:17]([N:14]1[CH2:13][CH2:12][CH:11]([S:8]([C:5]([CH3:7])([CH3:6])[C:4]([OH:21])=[O:3])(=[O:9])=[O:10])[CH2:16][CH2:15]1)(=[O:18])=[O:19]. The yield is 0.630. (2) The reactants are [Cl:1][CH2:2][CH2:3][N:4]1[C:13](=[O:14])[C:12]2[C:7](=[CH:8][CH:9]=[CH:10][CH:11]=2)[N:6]=[CH:5]1.[F:15][C:16]([F:30])([F:29])[C:17]1[CH:18]=[C:19]([N:23]2[CH2:28][CH2:27][NH:26][CH2:25][CH2:24]2)[CH:20]=[CH:21][CH:22]=1.C(=O)([O-])[O-].[Na+].[Na+].[I-].[Na+].Cl. The catalyst is C(O)(C)C.C1(C)C=CC=CC=1.C(O)C. The product is [ClH:1].[F:30][C:16]([F:15])([F:29])[C:17]1[CH:18]=[C:19]([N:23]2[CH2:28][CH2:27][N:26]([CH2:2][CH2:3][N:4]3[C:13](=[O:14])[C:12]4[C:7](=[CH:8][CH:9]=[CH:10][CH:11]=4)[N:6]=[CH:5]3)[CH2:25][CH2:24]2)[CH:20]=[CH:21][CH:22]=1. The yield is 0.690. (3) The reactants are [CH3:1][C:2]1[S:6][C:5]([C:7]2[N:8]=[CH:9][N:10]([C:12]([C:25]3[CH:30]=[CH:29][CH:28]=[CH:27][CH:26]=3)([C:19]3[CH:24]=[CH:23][CH:22]=[CH:21][CH:20]=3)[C:13]3[CH:18]=[CH:17][CH:16]=[CH:15][CH:14]=3)[CH:11]=2)=[CH:4][CH:3]=1.[Li]CCCC.[I:36]I.[NH4+].[Cl-]. The catalyst is C1COCC1. The product is [I:36][C:9]1[N:10]([C:12]([C:25]2[CH:30]=[CH:29][CH:28]=[CH:27][CH:26]=2)([C:19]2[CH:20]=[CH:21][CH:22]=[CH:23][CH:24]=2)[C:13]2[CH:18]=[CH:17][CH:16]=[CH:15][CH:14]=2)[CH:11]=[C:7]([C:5]2[S:6][C:2]([CH3:1])=[CH:3][CH:4]=2)[N:8]=1. The yield is 0.600. (4) The reactants are [C:1]12([C:11]3[CH:12]=[C:13](B(O)O)[CH:14]=[CH:15][C:16]=3[O:17][CH2:18][C:19]3[CH:24]=[CH:23][CH:22]=[CH:21][CH:20]=3)[CH2:10][CH:5]3[CH2:6][CH:7]([CH2:9][CH:3]([CH2:4]3)[CH2:2]1)[CH2:8]2.Cl[C:29]1[N:34]=[CH:33][C:32](/[CH:35]=[CH:36]/[C:37]([O:39][CH2:40][CH3:41])=[O:38])=[CH:31][N:30]=1.C([O-])([O-])=O.[Na+].[Na+]. The catalyst is C(COC)OC.C(OCC)(=O)C. The product is [C:1]12([C:11]3[CH:12]=[C:13]([C:29]4[N:30]=[CH:31][C:32](/[CH:35]=[CH:36]/[C:37]([O:39][CH2:40][CH3:41])=[O:38])=[CH:33][N:34]=4)[CH:14]=[CH:15][C:16]=3[O:17][CH2:18][C:19]3[CH:24]=[CH:23][CH:22]=[CH:21][CH:20]=3)[CH2:10][CH:5]3[CH2:6][CH:7]([CH2:9][CH:3]([CH2:4]3)[CH2:2]1)[CH2:8]2. The yield is 0.960. (5) The reactants are [F:1][C:2]([F:13])([F:12])[C:3]1[CH:11]=[CH:10][C:6]([C:7]([OH:9])=O)=[CH:5][CH:4]=1.C(N1C=CN=C1)(N1C=CN=C1)=O.Cl.[NH2:27][CH2:28][C:29]1[CH:30]=[C:31]2[C:36](=[CH:37][CH:38]=1)[N:35]=[C:34]([CH3:39])[N:33]([CH:40]1[CH2:45][CH2:44][C:43](=[O:46])[NH:42][C:41]1=[O:47])[C:32]2=[O:48]. The catalyst is CN(C=O)C. The product is [O:47]=[C:41]1[CH:40]([N:33]2[C:32](=[O:48])[C:31]3[C:36](=[CH:37][CH:38]=[C:29]([CH2:28][NH:27][C:7](=[O:9])[C:6]4[CH:5]=[CH:4][C:3]([C:2]([F:1])([F:13])[F:12])=[CH:11][CH:10]=4)[CH:30]=3)[N:35]=[C:34]2[CH3:39])[CH2:45][CH2:44][C:43](=[O:46])[NH:42]1. The yield is 0.670. (6) The reactants are O[CH2:2][C:3]1[C:8]([CH3:9])=[C:7]([O:10][CH2:11][CH2:12][CH2:13][O:14][CH3:15])[CH:6]=[CH:5][N:4]=1.S(Cl)([Cl:18])=O. The catalyst is C(COC)OC. The product is [Cl:18][CH2:2][C:3]1[C:8]([CH3:9])=[C:7]([O:10][CH2:11][CH2:12][CH2:13][O:14][CH3:15])[CH:6]=[CH:5][N:4]=1. The yield is 0.992. (7) The reactants are [Cl:1][C:2]1[CH:3]=[CH:4][C:5]2[C:11]3[N:12]=[C:13](N)[N:14]=[CH:15][C:10]=3[CH2:9][N:8]=[C:7]([C:17]3[C:22]([F:23])=[CH:21][CH:20]=[CH:19][C:18]=3[F:24])[C:6]=2[CH:25]=1.[I:26]CI.N(OCCC(C)C)=O.Cl. The catalyst is [Cu]I.C(OCC)(=O)C.O1CCCC1. The product is [Cl:1][C:2]1[CH:3]=[CH:4][C:5]2[C:11]3[N:12]=[C:13]([I:26])[N:14]=[CH:15][C:10]=3[CH2:9][N:8]=[C:7]([C:17]3[C:22]([F:23])=[CH:21][CH:20]=[CH:19][C:18]=3[F:24])[C:6]=2[CH:25]=1. The yield is 0.500.